From a dataset of Full USPTO retrosynthesis dataset with 1.9M reactions from patents (1976-2016). Predict the reactants needed to synthesize the given product. (1) Given the product [F:4][C:5]1[C:6]([O:14][CH2:15][C:16]2[CH:21]=[CH:20][CH:19]=[CH:18][CH:17]=2)=[C:7]([C:11]2[NH:12][C:22]([CH3:23])=[C:25]([CH2:30][CH:31]([CH3:33])[CH3:32])[C:26](=[O:27])[N:13]=2)[CH:8]=[CH:9][CH:10]=1, predict the reactants needed to synthesize it. The reactants are: C[O-].[Na+].[F:4][C:5]1[C:6]([O:14][CH2:15][C:16]2[CH:21]=[CH:20][CH:19]=[CH:18][CH:17]=2)=[C:7]([C:11](=[NH:13])[NH2:12])[CH:8]=[CH:9][CH:10]=1.[C:22]([CH:25]([CH2:30][CH:31]([CH3:33])[CH3:32])[C:26](OC)=[O:27])(=O)[CH3:23]. (2) Given the product [CH3:26][N:27]([CH3:29])[CH:28]=[N:16][C:14]([C:5]1[C:4]([O:17][C:18]2[CH:23]=[CH:22][CH:21]=[CH:20][CH:19]=2)=[CH:3][C:2](=[O:1])[N:7]([C:8]2[CH:9]=[CH:10][CH:11]=[CH:12][CH:13]=2)[CH:6]=1)=[O:15], predict the reactants needed to synthesize it. The reactants are: [O:1]=[C:2]1[N:7]([C:8]2[CH:13]=[CH:12][CH:11]=[CH:10][CH:9]=2)[CH:6]=[C:5]([C:14]([NH2:16])=[O:15])[C:4]([O:17][C:18]2[CH:23]=[CH:22][CH:21]=[CH:20][CH:19]=2)=[CH:3]1.CO[CH:26](OC)[N:27]([CH3:29])[CH3:28].